This data is from Reaction yield outcomes from USPTO patents with 853,638 reactions. The task is: Predict the reaction yield, written as a fraction of the theoretical maximum amount of product (1.0 means a 100% yield; for example, 0.34 means a 34% yield). The reactants are [C:1]([O:5][C:6](=[O:50])[CH2:7][C@H:8]1[CH2:13][C@@H:12]([CH2:14][CH2:15][C:16]2[N:17]([CH:45]([CH3:47])[CH3:46])[C:18]([C:34](=[O:44])[NH:35][CH2:36][CH2:37][C:38]3[CH:39]=[N:40][CH:41]=[CH:42][CH:43]=3)=[C:19]([C:28]3[CH:33]=[CH:32][CH:31]=[CH:30][CH:29]=3)[C:20]=2[C:21]2[CH:26]=[CH:25][C:24]([F:27])=[CH:23][CH:22]=2)[O:11]C(C)(C)[O:9]1)([CH3:4])([CH3:3])[CH3:2].Cl. The catalyst is CO. The product is [C:1]([O:5][C:6](=[O:50])[CH2:7][C@H:8]([OH:9])[CH2:13][C@H:12]([OH:11])[CH2:14][CH2:15][C:16]1[N:17]([CH:45]([CH3:46])[CH3:47])[C:18]([C:34](=[O:44])[NH:35][CH2:36][CH2:37][C:38]2[CH:39]=[N:40][CH:41]=[CH:42][CH:43]=2)=[C:19]([C:28]2[CH:29]=[CH:30][CH:31]=[CH:32][CH:33]=2)[C:20]=1[C:21]1[CH:22]=[CH:23][C:24]([F:27])=[CH:25][CH:26]=1)([CH3:2])([CH3:4])[CH3:3]. The yield is 0.840.